From a dataset of Forward reaction prediction with 1.9M reactions from USPTO patents (1976-2016). Predict the product of the given reaction. Given the reactants [Cl:1][C:2]1[CH:7]=[C:6](I)[C:5]([F:9])=[CH:4][N:3]=1.[CH3:10][C:11]1([CH3:27])[C:15]([CH3:17])([CH3:16])[O:14][B:13]([B:13]2[O:14][C:15]([CH3:17])([CH3:16])[C:11]([CH3:27])([CH3:10])[O:12]2)[O:12]1.CC([O-])=O.[K+], predict the reaction product. The product is: [Cl:1][C:2]1[CH:7]=[C:6]([B:13]2[O:14][C:15]([CH3:17])([CH3:16])[C:11]([CH3:27])([CH3:10])[O:12]2)[C:5]([F:9])=[CH:4][N:3]=1.